This data is from Reaction yield outcomes from USPTO patents with 853,638 reactions. The task is: Predict the reaction yield, written as a fraction of the theoretical maximum amount of product (1.0 means a 100% yield; for example, 0.34 means a 34% yield). (1) The reactants are F.F.F.C(N(CC)CC)C.[Si]([O:28][CH2:29][C@H:30]1[O:34][C@@H:33]([N:35]2[CH:42]=[C:41]([CH3:43])[C:39](=[O:40])[NH:38][C:36]2=[O:37])[C@H:32]([O:44][CH2:45][CH2:46][O:47][N:48]([CH3:50])[CH3:49])[C@@H:31]1[OH:51])(C(C)(C)C)(C1C=CC=CC=1)C1C=CC=CC=1.CO. The catalyst is C1COCC1.C(Cl)Cl. The product is [CH3:49][N:48]([CH3:50])[O:47][CH2:46][CH2:45][O:44][C@@H:32]1[C@H:31]([OH:51])[C@@H:30]([CH2:29][OH:28])[O:34][C@H:33]1[N:35]1[CH:42]=[C:41]([CH3:43])[C:39](=[O:40])[NH:38][C:36]1=[O:37]. The yield is 0.925. (2) The reactants are [H-].C([Al+]CC(C)C)C(C)C.C[O:12][C:13]([C:15]1([OH:38])[CH2:20][C@@H:19]([O:21][Si:22]([C:25]([CH3:28])([CH3:27])[CH3:26])([CH3:24])[CH3:23])[C:18](=[CH2:29])[C@H:17]([O:30][Si:31]([C:34]([CH3:37])([CH3:36])[CH3:35])([CH3:33])[CH3:32])[CH2:16]1)=O. The catalyst is CCOCC. The product is [Si:22]([O:21][C@H:19]1[C:18](=[CH2:29])[C@H:17]([O:30][Si:31]([C:34]([CH3:37])([CH3:36])[CH3:35])([CH3:33])[CH3:32])[CH2:16][C:15]([CH2:13][OH:12])([OH:38])[CH2:20]1)([C:25]([CH3:27])([CH3:28])[CH3:26])([CH3:24])[CH3:23]. The yield is 0.240.